This data is from Forward reaction prediction with 1.9M reactions from USPTO patents (1976-2016). The task is: Predict the product of the given reaction. The product is: [C:33]([O:37][C:38](=[O:46])[NH:39][CH2:40][C@@H:41]1[CH2:45][CH2:44][N:43]([CH2:31][C:3]2[C:2]([Cl:1])=[C:11]3[C:6]([C:7](=[O:26])[N:8]([CH2:13][C:14]4[CH:19]=[C:18]([Cl:20])[CH:17]=[CH:16][C:15]=4[S:21]([CH2:24][CH3:25])(=[O:22])=[O:23])[C:9](=[O:12])[NH:10]3)=[CH:5][C:4]=2[C:27]([F:29])([F:30])[F:28])[CH2:42]1)([CH3:36])([CH3:34])[CH3:35]. Given the reactants [Cl:1][C:2]1[C:3]([CH:31]=O)=[C:4]([C:27]([F:30])([F:29])[F:28])[CH:5]=[C:6]2[C:11]=1[NH:10][C:9](=[O:12])[N:8]([CH2:13][C:14]1[CH:19]=[C:18]([Cl:20])[CH:17]=[CH:16][C:15]=1[S:21]([CH2:24][CH3:25])(=[O:23])=[O:22])[C:7]2=[O:26].[C:33]([O:37][C:38](=[O:46])[NH:39][CH2:40][C@@H:41]1[CH2:45][CH2:44][NH:43][CH2:42]1)([CH3:36])([CH3:35])[CH3:34], predict the reaction product.